This data is from Catalyst prediction with 721,799 reactions and 888 catalyst types from USPTO. The task is: Predict which catalyst facilitates the given reaction. (1) Reactant: [N:1]1([C:5](=[O:18])[C@@H:6]([NH:10]C(=O)OC(C)(C)C)[CH:7]([CH3:9])[CH3:8])[CH2:4][CH2:3][CH2:2]1.O1CCOCC1.CO. Product: [NH2:10][C@@H:6]([CH:7]([CH3:9])[CH3:8])[C:5]([N:1]1[CH2:4][CH2:3][CH2:2]1)=[O:18]. The catalyst class is: 33. (2) Reactant: [C:1]([O:5][C:6]([N:8]1[CH2:20][C@@H:19]([CH3:21])[N:18]2[C@H:10]([CH2:11][C:12]3[C:17]2=[N:16][C:15]([CH:22]([OH:24])[CH3:23])=[CH:14][CH:13]=3)[CH2:9]1)=[O:7])([CH3:4])([CH3:3])[CH3:2].FC(F)(F)C(O)=O. Product: [C:1]([O:5][C:6]([N:8]1[CH2:20][C@@H:19]([CH3:21])[N:18]2[C@H:10]([CH2:11][C:12]3[C:17]2=[N:16][C:15]([C@H:22]([OH:24])[CH3:23])=[CH:14][CH:13]=3)[CH2:9]1)=[O:7])([CH3:3])([CH3:2])[CH3:4]. The catalyst class is: 4. (3) The catalyst class is: 146. Reactant: [Br:1][C:2]1[C:3]([CH3:9])=[C:4]([CH:6]=[CH:7][CH:8]=1)[NH2:5].C(OC(=O)C)(=O)C.C([O-])(=O)C.[K+].[N:22](OCCC(C)C)=O.Cl. Product: [Br:1][C:2]1[CH:8]=[CH:7][CH:6]=[C:4]2[C:3]=1[CH:9]=[N:22][NH:5]2. (4) Reactant: C(N(CC)CC)C.[CH:8]([C:10]1[C:18]2[C:13](=[CH:14][CH:15]=[CH:16][CH:17]=2)[N:12](C(OC(C)(C)C)=O)[CH:11]=1)=[O:9].[CH3:26][O:27][C:28]1[CH:29]=[C:30]([CH:39]=[CH:40][CH:41]=1)[N:31]=[CH:32][C:33]1[CH:38]=[CH:37][N:36]=[CH:35][CH:34]=1. Product: [NH:12]1[C:13]2[C:18](=[CH:17][CH:16]=[CH:15][CH:14]=2)[C:10]([C:8](=[O:9])[CH:32]([NH:31][C:30]2[CH:39]=[CH:40][CH:41]=[C:28]([O:27][CH3:26])[CH:29]=2)[C:33]2[CH:34]=[CH:35][N:36]=[CH:37][CH:38]=2)=[CH:11]1. The catalyst class is: 433. (5) Reactant: F[C:2](F)(F)[CH:3]([C:5]1[S:6][C:7]([C:10]2[CH:15]=[C:14]([NH:16][C:17]3[N:22]=[C:21]([C:23]([F:26])([F:25])[F:24])[CH:20]=[CH:19][N:18]=3)[CH:13]=[C:12]([CH3:27])[CH:11]=2)=[CH:8][N:9]=1)[OH:4].C(O)(=O)C(C)(C)C.C(=O)([O-])[O-].[K+].[K+].OC(C(F)(F)F)=O.[OH:50][CH2:51][C@@H:52]1[CH2:57][CH2:56][C@](C2SC=CN=2)(O)[CH2:54][C:53]1(C)[CH3:64]. Product: [OH:50][CH2:51][C@@H:52]1[CH2:57][CH2:56][C@:3]([C:5]2[S:6][C:7]([C:10]3[CH:15]=[C:14]([NH:16][C:17]4[N:22]=[C:21]([C:23]([F:26])([F:25])[F:24])[CH:20]=[CH:19][N:18]=4)[CH:13]=[C:12]([CH3:27])[CH:11]=3)=[CH:8][N:9]=2)([OH:4])[CH2:2][C:53]1([CH3:64])[CH3:54]. The catalyst class is: 73. (6) Reactant: [C:1]1([CH2:7][CH:8]=[O:9])[CH:6]=[CH:5][CH:4]=[CH:3][CH:2]=1.Br[CH2:11][CH:12]=[CH2:13].Cl[Sn]Cl.O.CC(=O)OCC. Product: [C:1]1([CH2:7][CH:8]([OH:9])[CH2:13][CH:12]=[CH2:11])[CH:6]=[CH:5][CH:4]=[CH:3][CH:2]=1. The catalyst class is: 6. (7) Reactant: C([O:8][C:9]1[CH:14]=[CH:13][C:12]([N:15]2[C:19]3=[N:20][CH:21]=[CH:22][CH:23]=[C:18]3[C:17]([CH2:24][CH3:25])=[N:16]2)=[CH:11][CH:10]=1)C1C=CC=CC=1. Product: [CH2:24]([C:17]1[C:18]2[C:19](=[N:20][CH:21]=[CH:22][CH:23]=2)[N:15]([C:12]2[CH:13]=[CH:14][C:9]([OH:8])=[CH:10][CH:11]=2)[N:16]=1)[CH3:25]. The catalyst class is: 63. (8) The catalyst class is: 65. Reactant: [F:1][C:2]1[CH:16]=[CH:15][C:14]([F:17])=[CH:13][C:3]=1[O:4][C:5]1[CH:10]=[CH:9][N:8]=[C:7]([NH2:11])[C:6]=1[I:12].[N+:18]([O-])([OH:20])=[O:19].C([O-])(O)=O.[Na+]. Product: [F:1][C:2]1[CH:16]=[C:15]([N+:18]([O-:20])=[O:19])[C:14]([F:17])=[CH:13][C:3]=1[O:4][C:5]1[CH:10]=[CH:9][N:8]=[C:7]([NH2:11])[C:6]=1[I:12]. (9) Reactant: [CH3:1][C:2]1[C:30]([C:31]([F:34])([F:33])[F:32])=[CH:29][CH:28]=[CH:27][C:3]=1[CH2:4][N:5]1[C:10](=[O:11])[C:9]([C:12]#[N:13])=[CH:8][N:7]([C:14]2[CH:19]=[CH:18][C:17]([N:20]3[CH2:24][CH2:23][NH:22][C:21]3=[O:25])=[CH:16][CH:15]=2)[C:6]1=[O:26].C([Sn](=O)CCCC)CCC.C[Si]([N:49]=[N+:50]=[N-:51])(C)C.C(O)C. Product: [CH3:1][C:2]1[C:30]([C:31]([F:34])([F:32])[F:33])=[CH:29][CH:28]=[CH:27][C:3]=1[CH2:4][N:5]1[C:10](=[O:11])[C:9]([C:12]2[NH:51][N:50]=[N:49][N:13]=2)=[CH:8][N:7]([C:14]2[CH:19]=[CH:18][C:17]([N:20]3[CH2:24][CH2:23][NH:22][C:21]3=[O:25])=[CH:16][CH:15]=2)[C:6]1=[O:26]. The catalyst class is: 11. (10) Reactant: Cl[C:2]1[C:3]2[N:10]([CH2:11][CH2:12][NH:13][C:14](=[O:20])[O:15][C:16]([CH3:19])([CH3:18])[CH3:17])[CH:9]=[CH:8][C:4]=2[N:5]=[CH:6][N:7]=1.[S:21]1[C:25]2[CH:26]=[CH:27][CH:28]=[C:29]([O:30][C:31]3[CH:37]=[CH:36][C:34]([NH2:35])=[CH:33][C:32]=3[F:38])[C:24]=2[CH:23]=[N:22]1. Product: [S:21]1[C:25]2[CH:26]=[CH:27][CH:28]=[C:29]([O:30][C:31]3[CH:37]=[CH:36][C:34]([NH:35][C:2]4[C:3]5[N:10]([CH2:11][CH2:12][NH:13][C:14](=[O:20])[O:15][C:16]([CH3:19])([CH3:18])[CH3:17])[CH:9]=[CH:8][C:4]=5[N:5]=[CH:6][N:7]=4)=[CH:33][C:32]=3[F:38])[C:24]=2[CH:23]=[N:22]1. The catalyst class is: 32.